This data is from Forward reaction prediction with 1.9M reactions from USPTO patents (1976-2016). The task is: Predict the product of the given reaction. (1) Given the reactants [CH3:1][O:2][CH2:3][C@H:4]([CH3:36])[O:5][C:6]1[CH:7]=[C:8]([C:23]2[NH:27][C:26]([C:28]3[S:29][C:30]([C:33]([OH:35])=O)=[CH:31][N:32]=3)=[CH:25][CH:24]=2)[CH:9]=[C:10]([O:12][C:13]2[CH:18]=[CH:17][C:16]([S:19]([CH3:22])(=[O:21])=[O:20])=[CH:15][CH:14]=2)[CH:11]=1.Cl.[CH2:38]([NH2:40])[CH3:39].CN(C(ON1N=NC2C=CC=NC1=2)=[N+](C)C)C.F[P-](F)(F)(F)(F)F.C(N(CC)C(C)C)(C)C, predict the reaction product. The product is: [CH2:38]([NH:40][C:33]([C:30]1[S:29][C:28]([C:26]2[NH:27][C:23]([C:8]3[CH:9]=[C:10]([O:12][C:13]4[CH:14]=[CH:15][C:16]([S:19]([CH3:22])(=[O:20])=[O:21])=[CH:17][CH:18]=4)[CH:11]=[C:6]([O:5][C@@H:4]([CH3:36])[CH2:3][O:2][CH3:1])[CH:7]=3)=[CH:24][CH:25]=2)=[N:32][CH:31]=1)=[O:35])[CH3:39]. (2) Given the reactants [F:1][C:2]1[CH:7]=[CH:6][C:5]([C:8]2[C:13]([C:14]3[CH:19]=[CH:18][C:17]([F:20])=[CH:16][CH:15]=3)=[N:12][C:11](I)=[CH:10][N:9]=2)=[CH:4][CH:3]=1.[C:22]([O:26][CH3:27])(=[O:25])[CH:23]=[CH2:24], predict the reaction product. The product is: [F:1][C:2]1[CH:7]=[CH:6][C:5]([C:8]2[N:9]=[CH:10][C:11](/[CH:24]=[CH:23]/[C:22]([O:26][CH3:27])=[O:25])=[N:12][C:13]=2[C:14]2[CH:19]=[CH:18][C:17]([F:20])=[CH:16][CH:15]=2)=[CH:4][CH:3]=1. (3) Given the reactants Br[C:2]1[CH:10]=[C:9]2[C:5]([C:6](C(OC(C)(C)C)=O)=[N:7][NH:8]2)=[CH:4][CH:3]=1.[Cl:18][C:19]1[C:24](B2OC(C)(C)C(C)(C)O2)=[CH:23][CH:22]=[CH:21][N:20]=1.C([O-])([O-])=O.[Na+].[Na+], predict the reaction product. The product is: [Cl:18][C:19]1[C:24]([C:3]2[CH:4]=[C:5]3[C:9](=[CH:10][CH:2]=2)[NH:8][N:7]=[CH:6]3)=[CH:23][CH:22]=[CH:21][N:20]=1. (4) Given the reactants [I:1][C:2]1[CH:3]=[C:4]2[C:8](=[CH:9][CH:10]=1)[NH:7][C:6](=[O:11])[C:5]2=O.[I:13][C:14]1[CH:25]=[CH:24][C:17]([O:18][CH2:19][C:20]([NH:22][NH2:23])=[O:21])=[CH:16][CH:15]=1, predict the reaction product. The product is: [I:1][C:2]1[CH:3]=[C:4]2[C:8](=[CH:9][CH:10]=1)[NH:7][C:6](=[O:11])[C:5]2=[N:23][NH:22][C:20](=[O:21])[CH2:19][O:18][C:17]1[CH:24]=[CH:25][C:14]([I:13])=[CH:15][CH:16]=1. (5) Given the reactants [O:1]=[C:2]1[CH:7]=[C:6]([C:8]([OH:10])=O)[CH:5]=[CH:4][N:3]1[CH:11]([C:13]1[CH:18]=[CH:17][CH:16]=[CH:15][CH:14]=1)[CH3:12].ON1C2C=CC=CC=2N=N1.Cl.CN(C)CCCN=C=NCC.C(N(CC)CC)C.[NH2:48][CH2:49][C:50]1[C:51]([OH:59])=[N:52][C:53]([CH3:58])=[CH:54][C:55]=1[O:56][CH3:57], predict the reaction product. The product is: [OH:59][C:51]1[C:50]([CH2:49][NH:48][C:8]([C:6]2[CH:5]=[CH:4][N:3]([CH:11]([C:13]3[CH:18]=[CH:17][CH:16]=[CH:15][CH:14]=3)[CH3:12])[C:2](=[O:1])[CH:7]=2)=[O:10])=[C:55]([O:56][CH3:57])[CH:54]=[C:53]([CH3:58])[N:52]=1. (6) Given the reactants [C:1]([C:3]([C:11]1[S:12][C:13]([C:16]#[N:17])=[CH:14][CH:15]=1)([CH:8]([CH3:10])[CH3:9])[CH2:4][CH2:5][CH2:6]I)#[N:2].[Cl:18][C:19]1[CH:20]=[C:21]([O:25][CH2:26][CH2:27][N:28]2[CH2:33][CH2:32][NH:31][CH2:30][CH2:29]2)[CH:22]=[N:23][CH:24]=1, predict the reaction product. The product is: [C:1]([C:3]([C:11]1[S:12][C:13]([C:16]#[N:17])=[CH:14][CH:15]=1)([CH:8]([CH3:10])[CH3:9])[CH2:4][CH2:5][CH2:6][N:31]1[CH2:32][CH2:33][N:28]([CH2:27][CH2:26][O:25][C:21]2[CH:22]=[N:23][CH:24]=[C:19]([Cl:18])[CH:20]=2)[CH2:29][CH2:30]1)#[N:2]. (7) Given the reactants N1CCCCC1.[S:7]1[CH:11]=[CH:10][CH:9]=[C:8]1[CH:12]=O.C(O)(=O)[CH2:15][C:16]([OH:18])=[O:17].Cl, predict the reaction product. The product is: [S:7]1[CH:11]=[CH:10][CH:9]=[C:8]1[CH:12]=[CH:15][C:16]([OH:18])=[O:17].